From a dataset of Experimentally validated miRNA-target interactions with 360,000+ pairs, plus equal number of negative samples. Binary Classification. Given a miRNA mature sequence and a target amino acid sequence, predict their likelihood of interaction. The miRNA is bta-miR-155 with sequence UUAAUGCUAAUCGUGAUAGGGGU. The protein sequence of the target gene is MGDWNLLGDTLEEVHIHSTMIGKIWLTILFIFRMLVLGVAAEDVWNDEQSGFICNTEQPGCRNVCYDQAFPISLIRYWVLQVIFVSSPSLVYMGHALYRLRVLEEERQRMKAQLRVELEEVEFEMPRDRRRLEQELCQLEKRKLNKAPLRGTLLCTYVIHIFTRSVVEVGFMIGQYLLYGFHLEPLFKCHGHPCPNIIDCFVSRPTEKTIFLLFMQSIATISLFLNILEIFHLGFKKIKRGLWGKYKLKKEHNEFHANKAKQNVAKYQSTSANSLKRLPSAPDYNLLVEKQTHTAVYPSL.... Result: 0 (no interaction).